From a dataset of Catalyst prediction with 721,799 reactions and 888 catalyst types from USPTO. Predict which catalyst facilitates the given reaction. (1) Reactant: [Cl:1][C:2]1[CH:7]=[CH:6][C:5]([O:8][C:9]([F:12])([F:11])[F:10])=[C:4]([F:13])[CH:3]=1.[Li+].CC([N-]C(C)C)C.CN([CH:25]=[O:26])C. Product: [Cl:1][C:2]1[C:3]([CH:25]=[O:26])=[C:4]([F:13])[C:5]([O:8][C:9]([F:11])([F:10])[F:12])=[CH:6][CH:7]=1. The catalyst class is: 7. (2) The catalyst class is: 14. Product: [CH3:3][CH:2]([N:4]1[C:12](/[CH:13]=[CH:14]/[CH:15]([OH:24])[CH2:16][CH:17]([OH:23])[CH2:18][C:19]([O-:21])=[O:20])=[C:11]([C:25]2[CH:26]=[CH:27][C:28]([F:31])=[CH:29][CH:30]=2)[C:10]2[CH:9]=[CH:8][CH:7]=[CH:6][C:5]1=2)[CH3:1].[Na+:33]. Reactant: [CH3:1][CH:2]([N:4]1[C:12](/[CH:13]=[CH:14]/[C@H:15]([OH:24])[CH2:16][C@H:17]([OH:23])[CH2:18][C:19]([O:21]C)=[O:20])=[C:11]([C:25]2[CH:30]=[CH:29][C:28]([F:31])=[CH:27][CH:26]=2)[C:10]2[C:5]1=[CH:6][CH:7]=[CH:8][CH:9]=2)[CH3:3].[OH-].[Na+:33].C(OCC)(=O)C. (3) Reactant: [CH:1]([O:4][C:5]1[CH:12]=[CH:11][C:8]([C:9]#N)=[CH:7][C:6]=1[C:13]([N:15]1[CH2:20][CH2:19][N:18]([C:21]2[CH:26]=[CH:25][C:24]([C:27]([F:30])([F:29])[F:28])=[CH:23][CH:22]=2)[CH2:17][CH2:16]1)=[O:14])([CH3:3])[CH3:2].[OH-:31].[Na+].Cl.[OH2:34]. Product: [CH:1]([O:4][C:5]1[CH:12]=[CH:11][C:8]([C:9]([OH:34])=[O:31])=[CH:7][C:6]=1[C:13]([N:15]1[CH2:16][CH2:17][N:18]([C:21]2[CH:22]=[CH:23][C:24]([C:27]([F:28])([F:30])[F:29])=[CH:25][CH:26]=2)[CH2:19][CH2:20]1)=[O:14])([CH3:3])[CH3:2]. The catalyst class is: 8.